From a dataset of Forward reaction prediction with 1.9M reactions from USPTO patents (1976-2016). Predict the product of the given reaction. (1) The product is: [Cl:1][C:2]1[C:7]([Cl:8])=[CH:6][CH:5]=[CH:4][C:3]=1[C:9]([Cl:12])=[O:13]. Given the reactants [Cl:1][C:2]1[C:7]([Cl:8])=[CH:6][CH:5]=[CH:4][C:3]=1[C:9]([Cl:12])(Cl)Cl.[OH2:13], predict the reaction product. (2) Given the reactants [CH:1]([C:3]1[NH:7][C:6]([CH3:8])=[C:5]([C:9]([OH:11])=O)[C:4]=1[CH3:12])=[O:2].[NH2:13][CH2:14][CH2:15][CH2:16][N:17]1[CH2:22][CH2:21][N:20]([CH3:23])[CH2:19][CH2:18]1, predict the reaction product. The product is: [CH3:23][N:20]1[CH2:21][CH2:22][N:17]([CH2:16][CH2:15][CH2:14][NH:13][C:9]([C:5]2[C:4]([CH3:12])=[C:3]([CH:1]=[O:2])[NH:7][C:6]=2[CH3:8])=[O:11])[CH2:18][CH2:19]1.